Dataset: Catalyst prediction with 721,799 reactions and 888 catalyst types from USPTO. Task: Predict which catalyst facilitates the given reaction. (1) Product: [CH2:1]([O:5][CH2:6][CH2:7][O:8][C:9]1[CH:10]=[CH:11][C:12]([C:15]2[CH:16]=[CH:17][C:18]3[N:24]([CH2:25][CH:26]([CH3:27])[CH3:28])[CH2:23][CH2:22][C:21]([C:29]([NH:31][C:32]4[CH:33]=[CH:34][C:35]([O:38][CH2:42][C:43]5[N:44]([CH2:48][CH2:49][CH3:50])[CH:45]=[CH:46][N:47]=5)=[CH:36][CH:37]=4)=[O:30])=[CH:20][C:19]=3[CH:39]=2)=[CH:13][CH:14]=1)[CH2:2][CH2:3][CH3:4]. The catalyst class is: 6. Reactant: [CH2:1]([O:5][CH2:6][CH2:7][O:8][C:9]1[CH:14]=[CH:13][C:12]([C:15]2[CH:16]=[CH:17][C:18]3[N:24]([CH2:25][CH:26]([CH3:28])[CH3:27])[CH2:23][CH2:22][C:21]([C:29]([NH:31][C:32]4[CH:37]=[CH:36][C:35]([OH:38])=[CH:34][CH:33]=4)=[O:30])=[CH:20][C:19]=3[CH:39]=2)=[CH:11][CH:10]=1)[CH2:2][CH2:3][CH3:4].Cl.Cl[CH2:42][C:43]1[N:44]([CH2:48][CH2:49][CH3:50])[CH:45]=[CH:46][N:47]=1.C(=O)([O-])[O-].[K+].[K+].CN(C)C=O. (2) Reactant: [NH2:1][C:2]1[CH:3]=[C:4]([CH:8]=[CH:9][C:10]=1[O:11][C:12]([F:15])([F:14])[F:13])[C:5]([OH:7])=O.[Cl:16][C:17]1[N:22]=[CH:21][C:20]([NH2:23])=[CH:19][CH:18]=1.C(N(C(C)C)CC)(C)C. Product: [NH2:1][C:2]1[CH:3]=[C:4]([CH:8]=[CH:9][C:10]=1[O:11][C:12]([F:15])([F:14])[F:13])[C:5]([NH:23][C:20]1[CH:21]=[N:22][C:17]([Cl:16])=[CH:18][CH:19]=1)=[O:7]. The catalyst class is: 3.